Predict the product of the given reaction. From a dataset of Forward reaction prediction with 1.9M reactions from USPTO patents (1976-2016). (1) Given the reactants Cl[C:2]1[C:11]2[C:6](=[CH:7][CH:8]=[CH:9][CH:10]=2)[N:5]=[C:4]([C:12]2[CH:17]=[CH:16][N:15]=[C:14]([Cl:18])[CH:13]=2)[CH:3]=1.[C:19]([O-:22])([O-])=[O:20].[K+].[K+].C[N:26]([CH:28]=O)[CH3:27], predict the reaction product. The product is: [C:11]([O:22][C:19]([N:15]1[CH2:16][CH:27]2[CH2:13][CH:14]1[CH2:28][N:26]2[C:2]1[C:11]2[C:6](=[CH:7][CH:8]=[CH:9][CH:10]=2)[N:5]=[C:4]([C:12]2[CH:17]=[CH:16][N:15]=[C:14]([Cl:18])[CH:13]=2)[CH:3]=1)=[O:20])([CH3:6])([CH3:2])[CH3:10]. (2) Given the reactants C(NC(C)C)(C)C.C([Li])CCC.[Si:13]([O:30][CH2:31][C@H:32]1[CH2:36][CH2:35][C@H:34]([OH:37])[C@@H:33]1[CH2:38][CH2:39][CH2:40][CH2:41][CH2:42][CH2:43][C:44]([O:46][CH3:47])=[O:45])([C:26]([CH3:29])([CH3:28])[CH3:27])([C:20]1[CH:25]=[CH:24][CH:23]=[CH:22][CH:21]=1)[C:14]1[CH:19]=[CH:18][CH:17]=[CH:16][CH:15]=1.[C:48]1([Se:54][Se:54][C:48]2[CH:53]=[CH:52][CH:51]=[CH:50][CH:49]=2)[CH:53]=[CH:52][CH:51]=[CH:50][CH:49]=1.[Cl-].[NH4+], predict the reaction product. The product is: [Si:13]([O:30][CH2:31][C@H:32]1[CH2:36][CH2:35][C@H:34]([OH:37])[C@@H:33]1[CH2:38][CH2:39][CH2:40][CH2:41][CH2:42][CH:43]([Se:54][C:48]1[CH:53]=[CH:52][CH:51]=[CH:50][CH:49]=1)[C:44]([O:46][CH3:47])=[O:45])([C:26]([CH3:29])([CH3:28])[CH3:27])([C:20]1[CH:25]=[CH:24][CH:23]=[CH:22][CH:21]=1)[C:14]1[CH:19]=[CH:18][CH:17]=[CH:16][CH:15]=1. (3) Given the reactants C[O:2][C:3]1[CH:11]=[CH:10][C:6]([C:7]([NH2:9])=[O:8])=[C:5]([N+:12]([O-:14])=[O:13])[CH:4]=1.[Cl-].[Al+3].[Cl-].[Cl-].O, predict the reaction product. The product is: [OH:2][C:3]1[CH:11]=[CH:10][C:6]([C:7]([NH2:9])=[O:8])=[C:5]([N+:12]([O-:14])=[O:13])[CH:4]=1.